Regression. Given two drug SMILES strings and cell line genomic features, predict the synergy score measuring deviation from expected non-interaction effect. From a dataset of NCI-60 drug combinations with 297,098 pairs across 59 cell lines. (1) Drug 1: CN(C)N=NC1=C(NC=N1)C(=O)N. Drug 2: C1C(C(OC1N2C=NC3=C2NC=NCC3O)CO)O. Cell line: M14. Synergy scores: CSS=-0.121, Synergy_ZIP=1.36, Synergy_Bliss=1.00, Synergy_Loewe=-3.35, Synergy_HSA=-3.08. (2) Drug 1: C1=CC(=CC=C1CC(C(=O)O)N)N(CCCl)CCCl.Cl. Drug 2: CC(C)(C#N)C1=CC(=CC(=C1)CN2C=NC=N2)C(C)(C)C#N. Cell line: A549. Synergy scores: CSS=17.4, Synergy_ZIP=-7.04, Synergy_Bliss=-8.63, Synergy_Loewe=-9.16, Synergy_HSA=-10.0. (3) Synergy scores: CSS=39.2, Synergy_ZIP=-4.63, Synergy_Bliss=-4.55, Synergy_Loewe=0.195, Synergy_HSA=1.60. Cell line: NCI-H322M. Drug 1: C1=C(C(=O)NC(=O)N1)F. Drug 2: CC1CCC2CC(C(=CC=CC=CC(CC(C(=O)C(C(C(=CC(C(=O)CC(OC(=O)C3CCCCN3C(=O)C(=O)C1(O2)O)C(C)CC4CCC(C(C4)OC)O)C)C)O)OC)C)C)C)OC. (4) Drug 1: CCCCC(=O)OCC(=O)C1(CC(C2=C(C1)C(=C3C(=C2O)C(=O)C4=C(C3=O)C=CC=C4OC)O)OC5CC(C(C(O5)C)O)NC(=O)C(F)(F)F)O. Drug 2: C#CCC(CC1=CN=C2C(=N1)C(=NC(=N2)N)N)C3=CC=C(C=C3)C(=O)NC(CCC(=O)O)C(=O)O. Cell line: MDA-MB-231. Synergy scores: CSS=35.3, Synergy_ZIP=-5.40, Synergy_Bliss=-4.85, Synergy_Loewe=-2.90, Synergy_HSA=-3.45. (5) Synergy scores: CSS=18.3, Synergy_ZIP=0.892, Synergy_Bliss=2.82, Synergy_Loewe=-21.5, Synergy_HSA=3.55. Drug 2: C1C(C(OC1N2C=NC3=C2NC=NCC3O)CO)O. Cell line: NCI-H226. Drug 1: CC1C(C(CC(O1)OC2CC(OC(C2O)C)OC3=CC4=CC5=C(C(=O)C(C(C5)C(C(=O)C(C(C)O)O)OC)OC6CC(C(C(O6)C)O)OC7CC(C(C(O7)C)O)OC8CC(C(C(O8)C)O)(C)O)C(=C4C(=C3C)O)O)O)O. (6) Drug 1: CC1C(C(=O)NC(C(=O)N2CCCC2C(=O)N(CC(=O)N(C(C(=O)O1)C(C)C)C)C)C(C)C)NC(=O)C3=C4C(=C(C=C3)C)OC5=C(C(=O)C(=C(C5=N4)C(=O)NC6C(OC(=O)C(N(C(=O)CN(C(=O)C7CCCN7C(=O)C(NC6=O)C(C)C)C)C)C(C)C)C)N)C. Drug 2: CC1=C2C(C(=O)C3(C(CC4C(C3C(C(C2(C)C)(CC1OC(=O)C(C(C5=CC=CC=C5)NC(=O)C6=CC=CC=C6)O)O)OC(=O)C7=CC=CC=C7)(CO4)OC(=O)C)O)C)OC(=O)C. Cell line: K-562. Synergy scores: CSS=51.3, Synergy_ZIP=6.93, Synergy_Bliss=7.30, Synergy_Loewe=4.05, Synergy_HSA=3.81.